Dataset: Full USPTO retrosynthesis dataset with 1.9M reactions from patents (1976-2016). Task: Predict the reactants needed to synthesize the given product. Given the product [CH3:1][O:2][C:3]([C:5]1[CH:9]=[C:8]([C:21]2[CH:22]=[N:18][NH:19][CH:20]=2)[S:7][CH:6]=1)=[O:4], predict the reactants needed to synthesize it. The reactants are: [CH3:1][O:2][C:3]([C:5]1[CH:9]=[C:8](Br)[S:7][CH:6]=1)=[O:4].C(OC([N:18]1[CH:22]=[C:21](B2OC(C)(C)C(C)(C)O2)[CH:20]=[N:19]1)=O)(C)(C)C.C(=O)([O-])[O-].[Cs+].[Cs+].